From a dataset of Peptide-MHC class II binding affinity with 134,281 pairs from IEDB. Regression. Given a peptide amino acid sequence and an MHC pseudo amino acid sequence, predict their binding affinity value. This is MHC class II binding data. (1) The peptide sequence is GSQLIWDRALGLPLE. The binding affinity (normalized) is 0.400. The MHC is DRB1_1101 with pseudo-sequence DRB1_1101. (2) The peptide sequence is TNIRQAGVQY. The MHC is HLA-DQA10501-DQB10301 with pseudo-sequence HLA-DQA10501-DQB10301. The binding affinity (normalized) is 0.548. (3) The peptide sequence is YNTDGSTDYGILQINSR. The MHC is DRB1_0405 with pseudo-sequence DRB1_0405. The binding affinity (normalized) is 0.289. (4) The peptide sequence is ENPVVHFFKNIVAPRTP. The MHC is DRB1_0404 with pseudo-sequence DRB1_0404. The binding affinity (normalized) is 0.763. (5) The MHC is DRB1_0701 with pseudo-sequence DRB1_0701. The peptide sequence is QTLIAIHTLAIRYAN. The binding affinity (normalized) is 0.937. (6) The peptide sequence is FKAAVAAAAGAPPAD. The MHC is HLA-DQA10501-DQB10201 with pseudo-sequence HLA-DQA10501-DQB10201. The binding affinity (normalized) is 0.241. (7) The peptide sequence is IEVNPPFGDSYIIVG. The MHC is DRB1_1101 with pseudo-sequence DRB1_1101. The binding affinity (normalized) is 0.